Dataset: Full USPTO retrosynthesis dataset with 1.9M reactions from patents (1976-2016). Task: Predict the reactants needed to synthesize the given product. (1) The reactants are: [C:1](C1C=CC(N2CCN(C(C3C=CC=CC=3C(F)(F)F)=O)CC2)=NC=1)#[CH:2].I[C:28]1[CH:29]=[CH:30][C:31]([N:34]2[CH2:39][CH2:38][N:37]([C:40]([C:42]3[CH:47]=[C:46]([Cl:48])[CH:45]=[CH:44][C:43]=3[Cl:49])=[O:41])[CH2:36][CH2:35]2)=[N:32][CH:33]=1.C[Si](C#C)(C)C. Given the product [Cl:49][C:43]1[CH:44]=[CH:45][C:46]([Cl:48])=[CH:47][C:42]=1[C:40]([N:37]1[CH2:38][CH2:39][N:34]([C:31]2[CH:30]=[CH:29][C:28]([C:1]#[CH:2])=[CH:33][N:32]=2)[CH2:35][CH2:36]1)=[O:41], predict the reactants needed to synthesize it. (2) Given the product [C:7]([C:9]1[C:31](=[O:32])[C@@H:30]([CH3:33])[C@@H:12]2[CH2:13][CH2:14][C:15]3[CH:16]=[N:17][C:18]([C:21]4[CH:29]=[CH:28][C:24]([C:25]([NH:44]/[C:42](=[N:41]\[OH:40])/[CH3:43])=[O:26])=[CH:23][CH:22]=4)=[N:19][C:20]=3[C@@:11]2([C:34]2[CH:39]=[CH:38][CH:37]=[CH:36][CH:35]=2)[CH:10]=1)#[N:8], predict the reactants needed to synthesize it. The reactants are: C(Cl)(=O)C(Cl)=O.[C:7]([C:9]1[C:31](=[O:32])[C@@H:30]([CH3:33])[C@@H:12]2[CH2:13][CH2:14][C:15]3[CH:16]=[N:17][C:18]([C:21]4[CH:29]=[CH:28][C:24]([C:25](O)=[O:26])=[CH:23][CH:22]=4)=[N:19][C:20]=3[C@@:11]2([C:34]2[CH:39]=[CH:38][CH:37]=[CH:36][CH:35]=2)[CH:10]=1)#[N:8].[OH:40][NH:41][C:42](=[NH:44])[CH3:43].C(N(CC)CC)C. (3) Given the product [C:32]([O:31][C:29]([N:26]1[CH2:27][CH2:28][N:23]([S:20]([C:11]2[NH:10][C:18]3[C:13]([CH:12]=2)=[CH:14][C:15]([Cl:19])=[CH:16][CH:17]=3)(=[O:22])=[O:21])[CH2:24][CH:25]1[CH2:36][CH2:37][OH:38])=[O:30])([CH3:35])([CH3:34])[CH3:33], predict the reactants needed to synthesize it. The reactants are: C1(S([N:10]2[C:18]3[C:13](=[CH:14][C:15]([Cl:19])=[CH:16][CH:17]=3)[CH:12]=[C:11]2[S:20]([N:23]2[CH2:28][CH2:27][N:26]([C:29]([O:31][C:32]([CH3:35])([CH3:34])[CH3:33])=[O:30])[CH:25]([CH2:36][CH2:37][O:38][Si](C(C)(C)C)(C3C=CC=CC=3)C3C=CC=CC=3)[CH2:24]2)(=[O:22])=[O:21])(=O)=O)C=CC=CC=1.[F-].C([N+](CCCC)(CCCC)CCCC)CCC.